This data is from Catalyst prediction with 721,799 reactions and 888 catalyst types from USPTO. The task is: Predict which catalyst facilitates the given reaction. Reactant: [CH:1]1([CH2:4][NH:5][C:6]2[N:7]=[CH:8][C:9]([O:12][C:13]3[CH:14]=[C:15]([CH:20]=[C:21]([O:23][CH:24]([CH3:26])[CH3:25])[CH:22]=3)[C:16]([O:18][CH3:19])=[O:17])=[N:10][CH:11]=2)[CH2:3][CH2:2]1.[CH3:27][CH:28]([CH3:32])[C:29](Cl)=[O:30]. Product: [CH:1]1([CH2:4][N:5]([C:29](=[O:30])[CH:28]([CH3:32])[CH3:27])[C:6]2[N:7]=[CH:8][C:9]([O:12][C:13]3[CH:14]=[C:15]([CH:20]=[C:21]([O:23][CH:24]([CH3:26])[CH3:25])[CH:22]=3)[C:16]([O:18][CH3:19])=[O:17])=[N:10][CH:11]=2)[CH2:3][CH2:2]1. The catalyst class is: 777.